Dataset: Forward reaction prediction with 1.9M reactions from USPTO patents (1976-2016). Task: Predict the product of the given reaction. (1) Given the reactants [NH2:1][C@@H:2]([CH2:5][CH3:6])[CH2:3][OH:4].C(=O)([O-])[O-].[K+].[K+].[CH2:13](Br)[C:14]1[CH:19]=[CH:18][CH:17]=[CH:16][CH:15]=1, predict the reaction product. The product is: [CH2:13]([N:1]([CH2:13][C:14]1[CH:19]=[CH:18][CH:17]=[CH:16][CH:15]=1)[C@@H:2]([CH2:5][CH3:6])[CH2:3][OH:4])[C:14]1[CH:19]=[CH:18][CH:17]=[CH:16][CH:15]=1. (2) The product is: [Br:1][C:2]1[CH:3]=[CH:4][C:5]2[O:6][CH2:7][CH:8]([CH3:16])[NH:9][C:10]=2[N:11]=1. Given the reactants [Br:1][C:2]1[CH:3]=[CH:4][C:5]2[O:6][CH2:7][C:8](=O)[NH:9][C:10]=2[N:11]=1.C[Mg+].[Br-].[C:16](O[BH-](OC(=O)C)OC(=O)C)(=O)C.[Na+], predict the reaction product. (3) Given the reactants [S:1]1[C:5]2[CH:6]=[CH:7][CH:8]=[CH:9][C:4]=2[N:3]=[C:2]1[CH:10]([O:27][CH:28]1[CH2:33][CH2:32][N:31]([CH3:34])[CH2:30][CH2:29]1)[C:11]1[CH:12]=[C:13]([N:17]2[CH2:22][CH2:21][CH:20]([O:23][C:24](=[O:26])[CH3:25])[CH2:19][CH2:18]2)[CH:14]=[CH:15][CH:16]=1.[OH-:35].[Na+].[OH2:37], predict the reaction product. The product is: [S:1]1[C:5]2[CH:6]=[CH:7][CH:8]=[CH:9][C:4]=2[N:3]=[C:2]1[CH:10]([O:27][CH:28]1[CH2:33][CH2:32][N:31]([CH3:34])[CH2:30][CH2:29]1)[C:11]1[CH:12]=[C:13]([N:17]2[CH2:22][CH2:21][CH:20]([OH:23])[CH2:19][CH2:18]2)[CH:14]=[CH:15][CH:16]=1.[C:25]([O-:37])(=[O:35])[C:24]([O-:23])=[O:26]. (4) The product is: [C:1]([OH:16])(=[O:10])[CH2:2]/[CH:3]=[CH:4]\[CH2:5][CH2:6][CH2:7][CH2:8][CH3:9]. Given the reactants [CH:1](=[O:10])[CH2:2][CH:3]=[CH:4][CH2:5][CH2:6][CH2:7][CH2:8][CH3:9].CC(=CC)C.[O-:16]Cl=O.[Na+].Cl, predict the reaction product. (5) The product is: [Cl:1][C:2]1[CH:7]=[CH:6][C:5]([C:26]2[CH:27]=[CH:28][N:29]=[CH:30][C:31]=2[C:32]([OH:34])=[O:33])=[CH:4][C:3]=1[C:11]([NH:13][CH2:14][C:15]12[CH2:24][CH:19]3[CH2:20][CH:21]([CH2:23][CH:17]([CH2:18]3)[CH2:16]1)[CH2:22]2)=[O:12]. Given the reactants [Cl:1][C:2]1[CH:7]=[CH:6][C:5](B(O)O)=[CH:4][C:3]=1[C:11]([NH:13][CH2:14][C:15]12[CH2:24][CH:19]3[CH2:20][CH:21]([CH2:23][CH:17]([CH2:18]3)[CH2:16]1)[CH2:22]2)=[O:12].Cl[C:26]1[C:31]([C:32]([OH:34])=[O:33])=[CH:30][N:29]=[CH:28][CH:27]=1.C(=O)([O-])[O-].[K+].[K+], predict the reaction product. (6) Given the reactants [F:1][C:2]1[CH:23]=[CH:22][C:5]([C:6]([N:8]([CH2:16][C:17]([O:19]CC)=O)[C:9]2[CH:14]=[CH:13][C:12]([F:15])=[CH:11][CH:10]=2)=[O:7])=[CH:4][CH:3]=1.[OH-].[Na+].[CH2:26]([OH:28])[CH3:27], predict the reaction product. The product is: [C:26]([C:12]1[CH:13]=[CH:14][C:9]([NH:8][C:17]([CH2:16][N:8]([C:9]2[CH:10]=[CH:11][C:12]([F:15])=[CH:13][CH:14]=2)[C:6](=[O:7])[C:5]2[CH:4]=[CH:3][C:2]([F:1])=[CH:23][CH:22]=2)=[O:19])=[CH:10][CH:11]=1)(=[O:28])[CH3:27]. (7) Given the reactants [Cl-].[OH:2][C:3]1[CH:11]=[C:10]2[C:6]([CH2:7][CH2:8][CH:9]2[CH2:12][C:13]2[N:14]=[CH:15][NH2+:16][CH:17]=2)=[CH:5][CH:4]=1.[CH3:18][C:19]([CH3:24])([CH3:23])[C:20]([Cl:22])=[O:21], predict the reaction product. The product is: [Cl-:22].[CH3:18][C:19]([CH3:24])([CH3:23])[C:20]([O:2][C:3]1[CH:11]=[C:10]2[C:6]([CH2:7][CH2:8][CH:9]2[CH2:12][C:13]2[N:14]=[CH:15][NH2+:16][CH:17]=2)=[CH:5][CH:4]=1)=[O:21].